The task is: Binary Classification. Given a T-cell receptor sequence (or CDR3 region) and an epitope sequence, predict whether binding occurs between them.. This data is from TCR-epitope binding with 47,182 pairs between 192 epitopes and 23,139 TCRs. (1) The epitope is EIYKRWII. The TCR CDR3 sequence is CASSLAEENEQYF. Result: 0 (the TCR does not bind to the epitope). (2) The epitope is GTSGSPIIDK. The TCR CDR3 sequence is CSVEPLWSPEAFF. Result: 0 (the TCR does not bind to the epitope). (3) The epitope is TLIGDCATV. The TCR CDR3 sequence is CASSLGTSGNEQFF. Result: 1 (the TCR binds to the epitope). (4) The epitope is DATYQRTRALVR. The TCR CDR3 sequence is CASSLFASSYEQYF. Result: 0 (the TCR does not bind to the epitope). (5) The epitope is HPVGEADYFEY. The TCR CDR3 sequence is CASSAPAGELFF. Result: 1 (the TCR binds to the epitope).